Predict the reaction yield, written as a fraction of the theoretical maximum amount of product (1.0 means a 100% yield; for example, 0.34 means a 34% yield). From a dataset of Reaction yield outcomes from USPTO patents with 853,638 reactions. (1) The reactants are [F:1][C:2]1[CH:7]=[CH:6][C:5]([NH:8][C:9]([C:11]2([C:14]([NH:16][C:17]3[CH:22]=[CH:21][C:20]([OH:23])=[C:19]([F:24])[CH:18]=3)=[O:15])[CH2:13][CH2:12]2)=[O:10])=[CH:4][CH:3]=1.[CH2:25]([O:32][C:33]1[CH:42]=[C:41]2[C:36]([C:37](OS(C(F)(F)F)(=O)=O)=[CH:38][CH:39]=[N:40]2)=[CH:35][C:34]=1[O:51][CH3:52])[C:26]1[CH:31]=[CH:30][CH:29]=[CH:28][CH:27]=1.N1C(C)=CC=CC=1C. No catalyst specified. The product is [F:1][C:2]1[CH:3]=[CH:4][C:5]([NH:8][C:9]([C:11]2([C:14]([NH:16][C:17]3[CH:22]=[CH:21][C:20]([O:23][C:37]4[C:36]5[C:41](=[CH:42][C:33]([O:32][CH2:25][C:26]6[CH:31]=[CH:30][CH:29]=[CH:28][CH:27]=6)=[C:34]([O:51][CH3:52])[CH:35]=5)[N:40]=[CH:39][CH:38]=4)=[C:19]([F:24])[CH:18]=3)=[O:15])[CH2:13][CH2:12]2)=[O:10])=[CH:6][CH:7]=1. The yield is 0.480. (2) The reactants are [OH:1][CH:2]1[CH:7]([NH:8][C:9](=[O:15])[O:10][C:11]([CH3:14])([CH3:13])[CH3:12])[CH:6]=[C:5]([C:16]2[CH:21]=[CH:20][N:19]=[CH:18][C:17]=2[N+:22]([O-:24])=[O:23])[CH2:4][CH:3]1[CH3:25].[CH3:26][C:27](OC(C)=O)=[O:28]. The catalyst is N1C=CC=CC=1. The product is [C:27]([O:1][CH:2]1[CH:3]([CH3:25])[CH2:4][C:5]([C:16]2[CH:21]=[CH:20][N:19]=[CH:18][C:17]=2[N+:22]([O-:24])=[O:23])=[CH:6][CH:7]1[NH:8][C:9]([O:10][C:11]([CH3:12])([CH3:13])[CH3:14])=[O:15])(=[O:28])[CH3:26]. The yield is 0.940. (3) The reactants are [CH2:1]([N:3]1[C:8]2[CH:9]=[C:10]([C:14]3[CH:15]=[C:16]([CH:19]=[CH:20][C:21]=3[O:22][C:23]([F:26])([F:25])[F:24])[CH:17]=[O:18])[C:11]([CH3:13])=[CH:12][C:7]=2[O:6][C:5]([CH3:28])([CH3:27])[C:4]1=[O:29])[CH3:2].[CH3:30][Mg]Br.C(OCC)C.CC(OI1(OC(C)=O)(OC(C)=O)OC(=O)C2C=CC=CC1=2)=O. The catalyst is C1COCC1. The product is [C:17]([C:16]1[CH:19]=[CH:20][C:21]([O:22][C:23]([F:25])([F:24])[F:26])=[C:14]([C:10]2[C:11]([CH3:13])=[CH:12][C:7]3[O:6][C:5]([CH3:28])([CH3:27])[C:4](=[O:29])[N:3]([CH2:1][CH3:2])[C:8]=3[CH:9]=2)[CH:15]=1)(=[O:18])[CH3:30]. The yield is 0.460. (4) The reactants are [CH3:1][O:2][C:3](=[O:18])[C:4]1[CH:9]=[CH:8][C:7]([C:10]2[CH:11]=[N:12][C:13]([NH2:17])=[C:14]([OH:16])[CH:15]=2)=[CH:6][CH:5]=1.C(N(CC)C(C)C)(C)C.[CH3:28][C:29]1[CH:34]=[CH:33][C:32]([S:35](Cl)(=[O:37])=[O:36])=[CH:31][CH:30]=1. The catalyst is C(Cl)Cl.CN(C1C=CN=CC=1)C. The product is [CH3:1][O:2][C:3](=[O:18])[C:4]1[CH:5]=[CH:6][C:7]([C:10]2[CH:11]=[N:12][C:13]([NH2:17])=[C:14]([O:16][S:35]([C:32]3[CH:33]=[CH:34][C:29]([CH3:28])=[CH:30][CH:31]=3)(=[O:37])=[O:36])[CH:15]=2)=[CH:8][CH:9]=1. The yield is 0.880. (5) The reactants are [F:1][C:2]1[CH:7]=[CH:6][C:5]([F:8])=[CH:4][C:3]=1[S:9]([N:12]([C:16]1[CH:21]=[CH:20][CH:19]=[C:18]([C:22]2[C:26]([C:27]3[CH:32]=[CH:31][N:30]=[CH:29][CH:28]=3)=[CH:25][N:24]([CH:33]([CH3:35])[CH3:34])[N:23]=2)[C:17]=1[F:36])COC)(=[O:11])=[O:10]. The catalyst is C(O)(C(F)(F)F)=O.O. The product is [F:1][C:2]1[CH:7]=[CH:6][C:5]([F:8])=[CH:4][C:3]=1[S:9]([NH:12][C:16]1[CH:21]=[CH:20][CH:19]=[C:18]([C:22]2[C:26]([C:27]3[CH:32]=[CH:31][N:30]=[CH:29][CH:28]=3)=[CH:25][N:24]([CH:33]([CH3:34])[CH3:35])[N:23]=2)[C:17]=1[F:36])(=[O:10])=[O:11]. The yield is 0.600. (6) The reactants are [F:1][C:2]1[CH:7]=[CH:6][C:5]([C:8]2[S:12][C:11]([CH3:13])=[N:10][C:9]=2[C:14]([OH:16])=O)=[CH:4][CH:3]=1.CCN(C(C)C)C(C)C.CN(C(ON1N=NC2C=CC=CC1=2)=[N+](C)C)C.[B-](F)(F)(F)F.[NH:48]1[CH2:53][CH2:52][CH2:51][CH2:50][C@H:49]1[CH2:54][C:55]1[N:56]=[C:57]2[CH:62]=[C:61]([C:63]([F:66])([F:65])[F:64])[CH:60]=[CH:59][N:58]2[CH:67]=1. The catalyst is CN(C=O)C.O. The product is [F:1][C:2]1[CH:3]=[CH:4][C:5]([C:8]2[S:12][C:11]([CH3:13])=[N:10][C:9]=2[C:14]([N:48]2[CH2:53][CH2:52][CH2:51][CH2:50][C@H:49]2[CH2:54][C:55]2[N:56]=[C:57]3[CH:62]=[C:61]([C:63]([F:64])([F:65])[F:66])[CH:60]=[CH:59][N:58]3[CH:67]=2)=[O:16])=[CH:6][CH:7]=1. The yield is 0.330. (7) The reactants are [Br:1][C:2]1[CH:3]=[N:4][CH:5]=[CH:6][C:7]=1[OH:8].[H-].[Na+].[CH2:11](Br)[C:12]1[CH:17]=[CH:16][CH:15]=[CH:14][CH:13]=1. The catalyst is CN(C)C=O. The product is [CH2:11]([O:8][C:7]1[CH:6]=[CH:5][N:4]=[CH:3][C:2]=1[Br:1])[C:12]1[CH:17]=[CH:16][CH:15]=[CH:14][CH:13]=1. The yield is 0.690. (8) The reactants are [Br:1][C:2]1[C:3](OC)=[CH:4][C:5]([Cl:11])=[C:6]([CH:10]=1)[C:7](O)=O.C(Cl)(=O)C(Cl)=O.[O:20]1[C:25]2[CH:26]=[CH:27][CH:28]=[CH:29][C:24]=2[O:23][CH2:22][CH2:21]1.[Al+3].[Cl-].[Cl-].[Cl-].C([SiH](CC)CC)C.B(F)(F)F.CCOCC. The catalyst is ClCCl.CN(C=O)C. The product is [Br:1][C:2]1[CH:3]=[CH:4][C:5]([Cl:11])=[C:6]([CH:10]=1)[CH2:7][C:28]1[CH:27]=[CH:26][C:25]2[O:20][CH2:21][CH2:22][O:23][C:24]=2[CH:29]=1. The yield is 0.640.